Dataset: Catalyst prediction with 721,799 reactions and 888 catalyst types from USPTO. Task: Predict which catalyst facilitates the given reaction. (1) Reactant: [NH2:1][CH2:2][CH2:3][CH2:4][CH2:5][C:6]1[N:7]([CH2:20][CH:21]([CH3:23])[CH3:22])[C:8]2[C:17]3[CH:16]=[CH:15][CH:14]=[CH:13][C:12]=3[N:11]=[C:10]([NH2:18])[C:9]=2[N:19]=1.[C:24]1([N:30]=[C:31]=[O:32])[CH:29]=[CH:28][CH:27]=[CH:26][CH:25]=1. Product: [NH2:18][C:10]1[C:9]2[N:19]=[C:6]([CH2:5][CH2:4][CH2:3][CH2:2][NH:1][C:31]([NH:30][C:24]3[CH:29]=[CH:28][CH:27]=[CH:26][CH:25]=3)=[O:32])[N:7]([CH2:20][CH:21]([CH3:23])[CH3:22])[C:8]=2[C:17]2[CH:16]=[CH:15][CH:14]=[CH:13][C:12]=2[N:11]=1. The catalyst class is: 4. (2) Reactant: [CH2:1]([O:3][C:4](=[O:42])[CH2:5][CH2:6][CH2:7][O:8][C:9]1[CH:14]=[CH:13][CH:12]=[C:11]([CH2:15][CH2:16][CH2:17][CH2:18][CH2:19][CH2:20][O:21][C:22]2[CH:27]=[C:26]([S:28]([CH2:31][CH2:32][CH3:33])(=[O:30])=[O:29])[CH:25]=[C:24](Br)[CH:23]=2)[C:10]=1[CH2:35][CH2:36][C:37]([O:39][CH2:40][CH3:41])=[O:38])[CH3:2].[S:43]1[CH:47]=[CH:46][C:45](B(O)O)=[CH:44]1.C(=O)([O-])[O-].[Cs+].[Cs+]. Product: [CH2:1]([O:3][C:4](=[O:42])[CH2:5][CH2:6][CH2:7][O:8][C:9]1[CH:14]=[CH:13][CH:12]=[C:11]([CH2:15][CH2:16][CH2:17][CH2:18][CH2:19][CH2:20][O:21][C:22]2[CH:23]=[C:24]([C:45]3[CH:46]=[CH:47][S:43][CH:44]=3)[CH:25]=[C:26]([S:28]([CH2:31][CH2:32][CH3:33])(=[O:30])=[O:29])[CH:27]=2)[C:10]=1[CH2:35][CH2:36][C:37]([O:39][CH2:40][CH3:41])=[O:38])[CH3:2]. The catalyst class is: 140. (3) Reactant: [ClH:1].[CH:2]1([C:5]#[N:6])[CH2:4][CH2:3]1.[CH2:7]([O:9]CC)[CH3:8]. Product: [ClH:1].[CH2:7]([O:9][C:5]([CH:2]1[CH2:4][CH2:3]1)=[NH:6])[CH3:8]. The catalyst class is: 14. (4) Reactant: [CH:1]1([N:5]2[CH2:11][CH2:10][C:9]3[CH:12]=[CH:13][C:14]([O:16][CH2:17][CH2:18][CH2:19][C:20](O)=[O:21])=[CH:15][C:8]=3[CH2:7][CH2:6]2)[CH2:4][CH2:3][CH2:2]1.O.ON1C2C=CC=CC=2N=N1.C1(N=C=N)CCCCC1.[NH:43]1[CH2:48][CH2:47][O:46][CH2:45][CH2:44]1. Product: [CH:1]1([N:5]2[CH2:11][CH2:10][C:9]3[CH:12]=[CH:13][C:14]([O:16][CH2:17][CH2:18][CH2:19][C:20]([N:43]4[CH2:48][CH2:47][O:46][CH2:45][CH2:44]4)=[O:21])=[CH:15][C:8]=3[CH2:7][CH2:6]2)[CH2:4][CH2:3][CH2:2]1. The catalyst class is: 120.